This data is from Forward reaction prediction with 1.9M reactions from USPTO patents (1976-2016). The task is: Predict the product of the given reaction. (1) Given the reactants [OH:1][C:2]1[CH:7]=[CH:6][CH:5]=[CH:4][C:3]=1[C:8]1[N:12]=[C:11]([C:13]2[CH:18]=[CH:17][CH:16]=[CH:15][C:14]=2[OH:19])[N:10]([CH2:20][C:21](OCC)=[O:22])[N:9]=1.OCC[NH:29][CH2:30][CH2:31][NH:32][CH2:33][CH2:34][OH:35].[CH2:36]([OH:38])[CH3:37], predict the reaction product. The product is: [OH:38][CH2:36][CH2:37][N:32]([CH2:33][CH2:34][OH:35])[CH2:31][CH2:30][NH:29][C:21](=[O:22])[CH2:20][N:10]1[C:11]([C:13]2[CH:18]=[CH:17][CH:16]=[CH:15][C:14]=2[OH:19])=[N:12][C:8]([C:3]2[CH:4]=[CH:5][CH:6]=[CH:7][C:2]=2[OH:1])=[N:9]1. (2) Given the reactants [OH:1][C:2]1[CH:7]=[CH:6][C:5]([C:8]([C:10]2[CH:15]=[CH:14][C:13]([OH:16])=[CH:12][CH:11]=2)=O)=[CH:4][CH:3]=1.[C:17]([O:20][CH2:21][CH2:22][O:23][CH2:24][CH2:25][O:26][C:27]1[CH:32]=[CH:31][CH:30]=[C:29]([C:33](=O)[CH2:34][CH2:35][CH3:36])[CH:28]=1)(=[O:19])[CH3:18], predict the reaction product. The product is: [C:17]([O:20][CH2:21][CH2:22][O:23][CH2:24][CH2:25][O:26][C:27]1[CH:32]=[CH:31][CH:30]=[C:29]([C:33]([CH2:34][CH2:35][CH3:36])=[C:8]([C:10]2[CH:15]=[CH:14][C:13]([OH:16])=[CH:12][CH:11]=2)[C:5]2[CH:6]=[CH:7][C:2]([OH:1])=[CH:3][CH:4]=2)[CH:28]=1)(=[O:19])[CH3:18]. (3) Given the reactants [CH2:1]([O:8][C:9]1[CH:18]=[C:17]2[C:12]([C:13]([O:19][C:20]3[CH:25]=[CH:24][C:23]([NH2:26])=[C:22]([F:27])[CH:21]=3)=[CH:14][CH:15]=[N:16]2)=[CH:11][C:10]=1[C:28]#[N:29])[C:2]1[CH:7]=[CH:6][CH:5]=[CH:4][CH:3]=1.C1(C)C=CC=CC=1.[C:37]1([N:43]=[C:44]=[O:45])[CH:42]=[CH:41][CH:40]=[CH:39][CH:38]=1, predict the reaction product. The product is: [CH2:1]([O:8][C:9]1[CH:18]=[C:17]2[C:12]([C:13]([O:19][C:20]3[CH:25]=[CH:24][C:23]([NH:26][C:44]([NH:43][C:37]4[CH:42]=[CH:41][CH:40]=[CH:39][CH:38]=4)=[O:45])=[C:22]([F:27])[CH:21]=3)=[CH:14][CH:15]=[N:16]2)=[CH:11][C:10]=1[C:28]#[N:29])[C:2]1[CH:7]=[CH:6][CH:5]=[CH:4][CH:3]=1.